The task is: Predict the reaction yield, written as a fraction of the theoretical maximum amount of product (1.0 means a 100% yield; for example, 0.34 means a 34% yield).. This data is from Reaction yield outcomes from USPTO patents with 853,638 reactions. (1) The reactants are [Cl:1][C:2]1[CH:3]=[C:4]([CH:8]([C:12]2([OH:18])[CH2:17][CH2:16][CH2:15][CH2:14][CH2:13]2)[C:9]([OH:11])=O)[CH:5]=[CH:6][CH:7]=1.F[P-](F)(F)(F)(F)F.N1(O[P+](N(C)C)(N(C)C)N(C)C)C2C=CC=CC=2N=N1.[N:46]1([C:52]([O:54][C:55]([CH3:58])([CH3:57])[CH3:56])=[O:53])[CH2:51][CH2:50][NH:49][CH2:48][CH2:47]1.C(N(CC)CC)C. The catalyst is C(Cl)Cl. The product is [Cl:1][C:2]1[CH:3]=[C:4]([CH:8]([C:12]2([OH:18])[CH2:17][CH2:16][CH2:15][CH2:14][CH2:13]2)[C:9]([N:49]2[CH2:48][CH2:47][N:46]([C:52]([O:54][C:55]([CH3:58])([CH3:57])[CH3:56])=[O:53])[CH2:51][CH2:50]2)=[O:11])[CH:5]=[CH:6][CH:7]=1. The yield is 0.810. (2) The reactants are C(O[C:4]([C:6]1[CH:7]=[C:8]2[C:12](=[CH:13][CH:14]=1)[NH:11][N:10]=[C:9]2[C:15]1[CH:24]=[CH:23][C:22]2[C:17](=[CH:18][CH:19]=[C:20]([O:25][CH2:26][C:27]3[CH:32]=[CH:31][CH:30]=[CH:29][N:28]=3)[CH:21]=2)[CH:16]=1)=[NH:5])C.[CH3:33][CH:34]([CH3:40])[CH2:35][C:36]([NH:38][NH2:39])=O.C(N(CC)CC)C. No catalyst specified. The product is [CH2:35]([C:36]1[NH:38][N:39]=[C:4]([C:6]2[CH:7]=[C:8]3[C:12](=[CH:13][CH:14]=2)[NH:11][N:10]=[C:9]3[C:15]2[CH:24]=[CH:23][C:22]3[C:17](=[CH:18][CH:19]=[C:20]([O:25][CH2:26][C:27]4[CH:32]=[CH:31][CH:30]=[CH:29][N:28]=4)[CH:21]=3)[CH:16]=2)[N:5]=1)[CH:34]([CH3:40])[CH3:33]. The yield is 0.260.